From a dataset of Reaction yield outcomes from USPTO patents with 853,638 reactions. Predict the reaction yield, written as a fraction of the theoretical maximum amount of product (1.0 means a 100% yield; for example, 0.34 means a 34% yield). (1) The reactants are [NH2:1][CH2:2][CH2:3][O:4][C:5]1[CH:10]=[CH:9][C:8]([C:11]2[N:12]([CH2:24][CH3:25])[C:13]3[C:18]([C:19]=2[C:20]#[N:21])=[CH:17][CH:16]=[C:15]([O:22][CH3:23])[CH:14]=3)=[CH:7][CH:6]=1.[CH3:26][S:27](Cl)(=[O:29])=[O:28]. The catalyst is N1C=CC=CC=1. The product is [C:20]([C:19]1[C:18]2[C:13](=[CH:14][C:15]([O:22][CH3:23])=[CH:16][CH:17]=2)[N:12]([CH2:24][CH3:25])[C:11]=1[C:8]1[CH:9]=[CH:10][C:5]([O:4][CH2:3][CH2:2][NH:1][S:27]([CH3:26])(=[O:29])=[O:28])=[CH:6][CH:7]=1)#[N:21]. The yield is 0.860. (2) The reactants are C([O:3][C:4]([C:6]1[C:14]2[CH2:13][CH2:12][N:11]([C:15]3[CH:20]=[CH:19][C:18]([C:21]4[CH:26]=[CH:25][CH:24]=[CH:23][C:22]=4[CH2:27][NH:28][CH3:29])=[CH:17][CH:16]=3)[C:10](=[O:30])[C:9]=2[N:8]([C:31]2[CH:36]=[CH:35][C:34]([O:37][CH3:38])=[CH:33][CH:32]=2)[N:7]=1)=O)C.C([NH2:41])=O.CO[Na].O. The product is [CH3:38][O:37][C:34]1[CH:35]=[CH:36][C:31]([N:8]2[C:9]3[C:10](=[O:30])[N:11]([C:15]4[CH:20]=[CH:19][C:18]([C:21]5[CH:26]=[CH:25][CH:24]=[CH:23][C:22]=5[CH2:27][NH:28][CH3:29])=[CH:17][CH:16]=4)[CH2:12][CH2:13][C:14]=3[C:6]([C:4]([NH2:41])=[O:3])=[N:7]2)=[CH:32][CH:33]=1. The catalyst is CN(C=O)C.CO. The yield is 0.830. (3) The reactants are [CH2:1]([C:3]1[CH:18]=[CH:17][C:6]([O:7][C@@H:8]([CH3:16])[CH2:9][CH2:10][O:11]S(C)(=O)=O)=[C:5]([O:19][C:20]2[CH:25]=[CH:24][CH:23]=[CH:22][CH:21]=2)[CH:4]=1)[CH3:2].C([O:28][C:29](=[O:40])[CH2:30][CH2:31][C:32]1[CH:33]=[N:34][C:35](O)=[CH:36][C:37]=1[CH3:38])C.C(=O)([O-])[O-].[Cs+].[Cs+].[OH-].[Na+]. The catalyst is CN(C=O)C. The product is [CH2:1]([C:3]1[CH:18]=[CH:17][C:6]([O:7][C@H:8]([CH3:16])[CH2:9][CH2:10][O:11][C:35]2[N:34]=[CH:33][C:32]([CH2:31][CH2:30][C:29]([OH:40])=[O:28])=[C:37]([CH3:38])[CH:36]=2)=[C:5]([O:19][C:20]2[CH:25]=[CH:24][CH:23]=[CH:22][CH:21]=2)[CH:4]=1)[CH3:2]. The yield is 0.360. (4) The reactants are [F:1][C:2]1[CH:7]=[C:6]([CH:8]=O)[CH:5]=[C:4]([F:10])[C:3]=1[C:11]1[N:16]=[C:15]([C:17]([O:19][CH3:20])=[O:18])[CH:14]=[CH:13][C:12]=1[F:21].[NH2:22][CH2:23][CH2:24][CH2:25][C:26]([O:28]C)=O.[BH4-].[Na+]. The catalyst is CO.O. The product is [F:1][C:2]1[CH:7]=[C:6]([CH2:8][N:22]2[CH2:23][CH2:24][CH2:25][C:26]2=[O:28])[CH:5]=[C:4]([F:10])[C:3]=1[C:11]1[N:16]=[C:15]([C:17]([O:19][CH3:20])=[O:18])[CH:14]=[CH:13][C:12]=1[F:21]. The yield is 1.00. (5) The reactants are C[Si]([N-][Si](C)(C)C)(C)C.[K+].[CH:11]1([C:15]#[N:16])[CH2:14][CH2:13][CH2:12]1.F[C:18]1[CH:25]=[CH:24][C:21]([C:22]#[N:23])=[CH:20][CH:19]=1.Cl. The catalyst is C1COCC1. The product is [C:15]([C:11]1([C:18]2[CH:25]=[CH:24][C:21]([C:22]#[N:23])=[CH:20][CH:19]=2)[CH2:14][CH2:13][CH2:12]1)#[N:16]. The yield is 0.550. (6) The reactants are [CH:1]1[C:10]2[C:11]3[CH2:17][NH:16][CH2:15][CH2:14][CH2:13][C:12]=3[N:8]3[C:9]=2[C:4]([CH2:5][CH2:6][CH2:7]3)=[CH:3][CH:2]=1.[SiH](CC)(CC)CC. The catalyst is C(O)(C(F)(F)F)=O. The product is [CH:1]1[C:10]2[C@H:11]3[CH2:17][NH:16][CH2:15][CH2:14][CH2:13][C@H:12]3[N:8]3[C:9]=2[C:4]([CH2:5][CH2:6][CH2:7]3)=[CH:3][CH:2]=1. The yield is 0.830. (7) The reactants are [C:1]1([N:7]2[C:11]([NH2:12])=[C:10]3[CH2:13][S:14][CH2:15][C:9]3=[N:8]2)[CH:6]=[CH:5][CH:4]=[CH:3][CH:2]=1.[OH-].[Na+].[C:18](Cl)(=[O:26])[O:19][C:20]1[CH:25]=[CH:24][CH:23]=[CH:22][CH:21]=1. The catalyst is CCOC(C)=O. The product is [C:1]1([N:7]2[C:11]([NH:12][C:18](=[O:26])[O:19][C:20]3[CH:25]=[CH:24][CH:23]=[CH:22][CH:21]=3)=[C:10]3[CH2:13][S:14][CH2:15][C:9]3=[N:8]2)[CH:2]=[CH:3][CH:4]=[CH:5][CH:6]=1. The yield is 0.640.